Predict the product of the given reaction. From a dataset of Forward reaction prediction with 1.9M reactions from USPTO patents (1976-2016). (1) The product is: [CH3:25][N:2]([CH3:1])[C:3]1[CH:8]=[CH:7][C:6]([CH2:9][CH2:10][O:11][C:12]2[CH:13]=[CH:14][C:15]([C:16]3[O:21][C:20](=[O:22])/[C:19](=[CH:33]/[C:32]4[CH:35]=[CH:36][C:29]([O:28][C:27]([F:26])([F:37])[F:38])=[CH:30][CH:31]=4)/[N:18]=3)=[CH:23][CH:24]=2)=[CH:5][CH:4]=1. Given the reactants [CH3:1][N:2]([CH3:25])[C:3]1[CH:8]=[CH:7][C:6]([CH2:9][CH2:10][O:11][C:12]2[CH:24]=[CH:23][C:15]([C:16]([NH:18][CH2:19][C:20]([OH:22])=[O:21])=O)=[CH:14][CH:13]=2)=[CH:5][CH:4]=1.[F:26][C:27]([F:38])([F:37])[O:28][C:29]1[CH:36]=[CH:35][C:32]([CH:33]=O)=[CH:31][CH:30]=1.C([O-])(=O)C.[Na+].C(OC(=O)C)(=O)C.C(=O)([O-])O.[Na+], predict the reaction product. (2) Given the reactants I[C:2]1[CH:12]=[CH:11][C:5]([O:6][CH2:7][C:8]([OH:10])=[O:9])=[CH:4][CH:3]=1.BrC1C=CC(OCC(O)=O)=CC=1.CC1(C)C(C)(C)OB([C:33]2[CH:38]=[CH:37][C:36]([C:39]3[S:40][CH:41]=[CH:42][C:43]=3[NH:44][S:45]([CH:48]([CH3:50])[CH3:49])(=[O:47])=[O:46])=[CH:35][CH:34]=2)O1.[OH-].[Ba+2].[OH-], predict the reaction product. The product is: [CH3:50][CH:48]([S:45]([NH:44][C:43]1[CH:42]=[CH:41][S:40][C:39]=1[C:36]1[CH:37]=[CH:38][C:33]([C:2]2[CH:12]=[CH:11][C:5]([O:6][CH2:7][C:8]([OH:10])=[O:9])=[CH:4][CH:3]=2)=[CH:34][CH:35]=1)(=[O:46])=[O:47])[CH3:49]. (3) Given the reactants [C:1]([O:5][C:6]([N:8]1[CH2:13][CH2:12][N:11]([C:14]2[N:19]=[CH:18][C:17]([C:20]([OH:22])=O)=[CH:16][N:15]=2)[CH2:10][CH2:9]1)=[O:7])([CH3:4])([CH3:3])[CH3:2].CCN=C=NCCCN(C)C.C1C=CC2N(O)N=NC=2C=1.C(N(CC)CC)C.[CH3:51][NH:52][O:53][CH3:54], predict the reaction product. The product is: [CH3:54][O:53][N:52]([CH3:51])[C:20]([C:17]1[CH:16]=[N:15][C:14]([N:11]2[CH2:10][CH2:9][N:8]([C:6]([O:5][C:1]([CH3:4])([CH3:2])[CH3:3])=[O:7])[CH2:13][CH2:12]2)=[N:19][CH:18]=1)=[O:22]. (4) Given the reactants [C:1]([N:5]1[C:9]2=[N:10][C:11](F)=[CH:12][CH:13]=[C:8]2[C:7]([C:15]([OH:17])=O)=[N:6]1)([CH3:4])([CH3:3])[CH3:2].C([N:20](CC)CC)C.CCN=C=N[CH2:30][CH2:31][CH2:32][N:33](C)C.Cl.C1C=NC2N(O)N=NC=2C=1.C1(N)CC1, predict the reaction product. The product is: [CH:32]1([NH:33][C:15]([C:7]2[C:8]3[C:9](=[N:10][C:11]([NH2:20])=[CH:12][CH:13]=3)[N:5]([C:1]([CH3:2])([CH3:3])[CH3:4])[N:6]=2)=[O:17])[CH2:30][CH2:31]1. (5) Given the reactants C(O)(C(F)(F)F)=O.[NH2:8][CH2:9][C:10]([OH:12])=[O:11].[CH3:13][CH2:14][C:15]1[C:24]2[CH2:25][N:26]3[C:31](=[O:32])[C:30]4[CH2:33][O:34][C:35]([C@:37]([OH:40])([CH2:38][CH3:39])[C:29]=4[CH:28]=[C:27]3[C:23]=2[N:22]=[C:21]2[C:16]=1[CH:17]=[C:18]([OH:41])[CH:19]=[CH:20]2)=[O:36].ON1C(=O)CCC1=O.C(N=C=NCCCN(C)C)C, predict the reaction product. The product is: [NH2:8][CH2:9][C:10]([OH:12])=[O:11].[CH3:13][CH2:14][C:15]1[C:24]2[CH2:25][N:26]3[C:31](=[O:32])[C:30]4[CH2:33][O:34][C:35]([C@:37]([OH:40])([CH2:38][CH3:39])[C:29]=4[CH:28]=[C:27]3[C:23]=2[N:22]=[C:21]2[C:16]=1[CH:17]=[C:18]([OH:41])[CH:19]=[CH:20]2)=[O:36]. (6) Given the reactants [CH3:1][O:2][C:3]1[CH:8]=[CH:7][C:6]([C:9](=O)[C:10]2[CH:15]=[CH:14][CH:13]=[CH:12][CH:11]=2)=[CH:5][CH:4]=1, predict the reaction product. The product is: [CH3:1][O:2][C:3]1[CH:8]=[CH:7][C:6]([C:9]([C:10]2[CH:15]=[CH:14][CH:13]=[CH:12][CH:11]=2)=[C:9]([C:6]2[CH:5]=[CH:4][C:3]([O:2][CH3:1])=[CH:8][CH:7]=2)[C:10]2[CH:11]=[CH:12][CH:13]=[CH:14][CH:15]=2)=[CH:5][CH:4]=1.